Task: Predict the product of the given reaction.. Dataset: Forward reaction prediction with 1.9M reactions from USPTO patents (1976-2016) (1) Given the reactants [O:1]([C:8]1[CH:13]=[CH:12][C:11]([C:14]2[NH:18][N:17]=[CH:16][C:15]=2[C:19]([O:21][CH2:22][CH3:23])=[O:20])=[CH:10][CH:9]=1)[C:2]1[CH:7]=[CH:6][CH:5]=[CH:4][CH:3]=1.BrC1C=CC(O[CH:30]2[CH2:39][CH2:38][C:33]3(OCCO3)[CH2:32]C2)=CC=1.C([O-])([O-])=O.[Cs+].[Cs+], predict the reaction product. The product is: [CH:32]1([N:17]2[CH:16]=[C:15]([C:19]([O:21][CH2:22][CH3:23])=[O:20])[C:14]([C:11]3[CH:10]=[CH:9][C:8]([O:1][C:2]4[CH:3]=[CH:4][CH:5]=[CH:6][CH:7]=4)=[CH:13][CH:12]=3)=[N:18]2)[CH2:33][CH2:38][CH2:39][CH2:30]1. (2) Given the reactants Br[C:2]1[CH:3]=[N:4][N:5]([C:7]([CH3:10])([CH3:9])[CH3:8])[CH:6]=1.[Li]CCCC.[C:16](=[O:18])=[O:17], predict the reaction product. The product is: [C:7]([N:5]1[CH:6]=[C:2]([C:16]([OH:18])=[O:17])[CH:3]=[N:4]1)([CH3:10])([CH3:9])[CH3:8]. (3) Given the reactants [CH2:1]([O:3][C:4](=[O:10])[CH:5]([CH2:8][CH3:9])[CH2:6][CH3:7])[CH3:2].I[CH3:12], predict the reaction product. The product is: [CH2:1]([O:3][C:4](=[O:10])[C:5]([CH2:8][CH3:9])([CH3:12])[CH2:6][CH3:7])[CH3:2]. (4) Given the reactants C(O[C:4](OCC)([CH3:17])[CH2:5][CH2:6][N:7]1[CH:12]=[C:11]([C:13]#[N:14])[C:10](=[O:15])[NH:9][C:8]1=[O:16])C.[O:21]1CCOCC1, predict the reaction product. The product is: [O:16]=[C:8]1[NH:9][C:10](=[O:15])[C:11]([C:13]#[N:14])=[CH:12][N:7]1[CH2:6][CH2:5][CH2:4][CH:17]=[O:21].